Dataset: Full USPTO retrosynthesis dataset with 1.9M reactions from patents (1976-2016). Task: Predict the reactants needed to synthesize the given product. (1) The reactants are: C(NC1C=C(N[C:13]([C:15]2[CH:16]=[CH:17][C:18]3[CH:19]=[C:20]4[C:27](=[O:28])[NH:26][CH2:25][CH2:24][N:21]4[C:22]=3[CH:23]=2)=[O:14])C=CC=1)(=O)C=C.[NH2:29][C:30]1[N:31]=[C:32]([N:40]2[CH2:45][CH2:44][CH2:43][CH2:42][CH2:41]2)[S:33][C:34]=1[NH:35][C:36](=[O:39])[CH:37]=[CH2:38]. Given the product [C:36]([NH:35][C:34]1[S:33][C:32]([N:40]2[CH2:45][CH2:44][CH2:43][CH2:42][CH2:41]2)=[N:31][C:30]=1[NH:29][C:13]([C:15]1[CH:16]=[CH:17][C:18]2[CH:19]=[C:20]3[C:27](=[O:28])[NH:26][CH2:25][CH2:24][N:21]3[C:22]=2[CH:23]=1)=[O:14])(=[O:39])[CH:37]=[CH2:38], predict the reactants needed to synthesize it. (2) The reactants are: [NH2:1][CH2:2][C:3]1[CH:4]=[CH:5][C:6]([Cl:36])=[C:7]([C:9]2[NH:13][C:12](=[O:14])[N:11]([C:15]3[CH:33]=[CH:32][C:18]([C:19]([NH:21][C:22]4[CH:27]=[CH:26][C:25]([F:28])=[C:24]([CH:29]([F:31])[F:30])[CH:23]=4)=[O:20])=[C:17]([O:34][CH3:35])[CH:16]=3)[N:10]=2)[CH:8]=1.[CH:37]1([C:40](Cl)=[O:41])[CH2:39][CH2:38]1.CCN(C(C)C)C(C)C. Given the product [Cl:36][C:6]1[CH:5]=[CH:4][C:3]([CH2:2][NH:1][C:40]([CH:37]2[CH2:39][CH2:38]2)=[O:41])=[CH:8][C:7]=1[C:9]1[NH:13][C:12](=[O:14])[N:11]([C:15]2[CH:33]=[CH:32][C:18]([C:19]([NH:21][C:22]3[CH:27]=[CH:26][C:25]([F:28])=[C:24]([CH:29]([F:31])[F:30])[CH:23]=3)=[O:20])=[C:17]([O:34][CH3:35])[CH:16]=2)[N:10]=1, predict the reactants needed to synthesize it. (3) Given the product [C:49]([O:48][C:47]([N:46]([CH3:45])[CH2:54][CH2:55][N:56]([CH2:25][CH:16]1[CH2:15][N:14]2[C:13]3[CH:12]=[C:11]([C:27]([O:29][CH3:30])=[O:28])[CH:10]=[CH:9][C:8]=3[C:7]([CH:1]3[CH2:2][CH2:3][CH2:4][CH2:5][CH2:6]3)=[C:20]2[C:19]2[CH:21]=[CH:22][CH:23]=[CH:24][C:18]=2[O:17]1)[CH3:57])=[O:53])([CH3:52])([CH3:51])[CH3:50], predict the reactants needed to synthesize it. The reactants are: [CH:1]1([C:7]2[C:8]3[CH:9]=[CH:10][C:11]([C:27]([O:29][CH3:30])=[O:28])=[CH:12][C:13]=3[N:14]3[C:20]=2[C:19]2[CH:21]=[CH:22][CH:23]=[CH:24][C:18]=2[O:17][CH:16]([CH:25]=O)[CH2:15]3)[CH2:6][CH2:5][CH2:4][CH2:3][CH2:2]1.CNCCNC.CC(O)=O.[BH3-]C#N.[Na+].[CH3:45][N:46]([CH2:54][CH2:55][NH:56][CH3:57])[C:47](=[O:53])[O:48][C:49]([CH3:52])([CH3:51])[CH3:50]. (4) Given the product [Br:16][C:17]1[N:22]=[CH:21][C:20](/[CH:23]=[CH:11]/[C:12]([O:14][CH3:15])=[O:13])=[CH:19][CH:18]=1, predict the reactants needed to synthesize it. The reactants are: [H-].[Na+].C(OP([CH2:11][C:12]([O:14][CH3:15])=[O:13])(OCC)=O)C.[Br:16][C:17]1[N:22]=[CH:21][C:20]([CH:23]=O)=[CH:19][CH:18]=1. (5) The reactants are: [OH:1][CH2:2][CH:3]([NH:14]C(=O)C)[CH2:4][C:5]1[C:13]2[C:8](=[CH:9][N:10]=[CH:11][CH:12]=2)[NH:7][CH:6]=1. Given the product [NH2:14][CH:3]([CH2:4][C:5]1[C:13]2[C:8](=[CH:9][N:10]=[CH:11][CH:12]=2)[NH:7][CH:6]=1)[CH2:2][OH:1], predict the reactants needed to synthesize it. (6) Given the product [C:1]([O:5][C:6](=[O:7])[NH:8][C@H:9]([CH2:29][C:30]1[CH:35]=[C:34]([F:36])[C:33]([F:37])=[CH:32][C:31]=1[F:38])[CH2:10][C:11]([N:13]1[CH2:18][CH2:17][N:16]2[C:19]([C:25]([F:26])([F:28])[F:27])=[N:20][C:21]([C:22]([N:43]3[CH2:44][CH2:45][N:40]([C:46](=[O:48])[CH3:47])[CH2:41][CH2:42]3)=[O:23])=[C:15]2[CH2:14]1)=[O:12])([CH3:3])([CH3:4])[CH3:2], predict the reactants needed to synthesize it. The reactants are: [C:1]([O:5][C:6]([NH:8][C@H:9]([CH2:29][C:30]1[CH:35]=[C:34]([F:36])[C:33]([F:37])=[CH:32][C:31]=1[F:38])[CH2:10][C:11]([N:13]1[CH2:18][CH2:17][N:16]2[C:19]([C:25]([F:28])([F:27])[F:26])=[N:20][C:21]([C:22](O)=[O:23])=[C:15]2[CH2:14]1)=[O:12])=[O:7])([CH3:4])([CH3:3])[CH3:2].Cl.[N:40]1([C:46](=[O:48])[CH3:47])[CH2:45][CH2:44][NH:43][CH2:42][CH2:41]1.O=C1N([ClH]P([ClH]N2CCOC2=O)=O)CCO1.C(N(CC)CC)C. (7) Given the product [OH:25][CH2:24][C@@H:23]([CH2:27][CH2:28][CH3:29])[C@@H:22]([CH2:30][CH:31]([CH3:32])[CH3:33])[C:20]([NH:19][CH:4]1[N:5]=[C:6]([C:13]2[CH:14]=[CH:15][CH:16]=[CH:17][CH:18]=2)[C:7]2[CH:12]=[CH:11][CH:10]=[CH:9][C:8]=2[N:2]([CH3:1])[C:3]1=[O:34])=[O:21], predict the reactants needed to synthesize it. The reactants are: [CH3:1][N:2]1[C:8]2[CH:9]=[CH:10][CH:11]=[CH:12][C:7]=2[C:6]([C:13]2[CH:18]=[CH:17][CH:16]=[CH:15][CH:14]=2)=[N:5][CH:4]([NH:19][C:20]([C@H:22]([CH2:30][CH:31]([CH3:33])[CH3:32])[C@H:23]([CH2:27][CH:28]=[CH2:29])[C:24](O)=[O:25])=[O:21])[C:3]1=[O:34].ClC(OCC(C)C)=O.[BH4-].[Na+]. (8) Given the product [CH3:26][N:27]([CH2:28][CH2:29][CH2:30][S:31]([CH2:34][CH2:35][C:36]([F:42])([F:41])[C:37]([F:40])([F:38])[F:39])(=[O:33])=[O:32])[CH2:2][CH2:3][CH2:4][CH2:5][CH2:6][CH2:7][C:8]1[C:14]2[CH:15]=[CH:16][C:17]([OH:19])=[CH:18][C:13]=2[CH2:12][CH2:11][CH2:10][C:9]=1[C:20]1[CH:25]=[CH:24][CH:23]=[CH:22][CH:21]=1, predict the reactants needed to synthesize it. The reactants are: Br[CH2:2][CH2:3][CH2:4][CH2:5][CH2:6][CH2:7][C:8]1[C:14]2[CH:15]=[CH:16][C:17]([OH:19])=[CH:18][C:13]=2[CH2:12][CH2:11][CH2:10][C:9]=1[C:20]1[CH:25]=[CH:24][CH:23]=[CH:22][CH:21]=1.[CH3:26][NH:27][CH2:28][CH2:29][CH2:30][S:31]([CH2:34][CH2:35][C:36]([F:42])([F:41])[C:37]([F:40])([F:39])[F:38])(=[O:33])=[O:32]. (9) Given the product [CH3:1][C:2]1([CH3:31])[N:6]([C:7]([O:9][C:10]([CH3:11])([CH3:12])[CH3:13])=[O:8])[C@@H:5]([CH2:14][CH2:15][C:16]2[CH:21]=[CH:20][C:19]([NH:22][C:23]3[N:24]=[CH:25][C:26]([S:29]([CH3:30])=[O:40])=[CH:27][N:28]=3)=[CH:18][CH:17]=2)[CH2:4][O:3]1, predict the reactants needed to synthesize it. The reactants are: [CH3:1][C:2]1([CH3:31])[N:6]([C:7]([O:9][C:10]([CH3:13])([CH3:12])[CH3:11])=[O:8])[C@@H:5]([CH2:14][CH2:15][C:16]2[CH:21]=[CH:20][C:19]([NH:22][C:23]3[N:28]=[CH:27][C:26]([S:29][CH3:30])=[CH:25][N:24]=3)=[CH:18][CH:17]=2)[CH2:4][O:3]1.C1C=C(Cl)C=C(C(OO)=[O:40])C=1. (10) Given the product [CH3:18][N:10]1[C:11]([CH2:13][CH:14]=[C:15]([CH3:16])[CH3:17])=[CH:12][C:8]([NH2:3])=[N:9]1, predict the reactants needed to synthesize it. The reactants are: CC1[N:3]([C:8]2[CH:12]=[C:11]([CH2:13][CH:14]=[C:15]([CH3:17])[CH3:16])[N:10]([CH3:18])[N:9]=2)C(C)=CC=1.Cl.NO.[OH-].[K+].ClCCl.